Dataset: Forward reaction prediction with 1.9M reactions from USPTO patents (1976-2016). Task: Predict the product of the given reaction. (1) Given the reactants N(C([O:12][C:13]([CH3:16])([CH3:15])[CH3:14])=O)=NC(OC(C)(C)C)=O.Br[C:18]1C=CC2OCCN3C(CO)=C(I)N=C3C=2C=1.CC1NC=CN=1.C1(P(C2C=CC=CC=2)C2C=CC=CC=2)C=CC=CC=1.N1C(C(N)=O)=CN2C=1C1C=CC=CC=1OCC2.Br[C:78]1[CH:79]=[CH:80][C:81]2[O:87][CH2:86][CH2:85][N:84]3[C:88]([CH2:94][N:95]4[CH:99]=[CH:98][N:97]=[C:96]4[CH3:100])=[C:89]([C:91]([NH2:93])=[O:92])[N:90]=[C:83]3[C:82]=2[CH:101]=1.CC(O)(C#C)C, predict the reaction product. The product is: [OH:12][C:13]([CH3:14])([CH3:15])[C:16]#[C:18][C:78]1[CH:79]=[CH:80][C:81]2[O:87][CH2:86][CH2:85][N:84]3[C:88]([CH2:94][N:95]4[CH:99]=[CH:98][N:97]=[C:96]4[CH3:100])=[C:89]([C:91]([NH2:93])=[O:92])[N:90]=[C:83]3[C:82]=2[CH:101]=1. (2) Given the reactants O[C@H](CC)[C@@H](N([C:12]1[CH:17]=[CH:16][C:15]([C:18]2[CH:23]=[CH:22][CH:21]=[CH:20][CH:19]=2)=[CH:14][CH:13]=1)C(OC)=O)C(O)=O.O[C@@H:27]([CH2:49][CH3:50])[C@@H:28]([N:32]([C:37]1C=CC(C2C=CC=CC=2)=CC=1)[C:33]([O:35]C)=[O:34])[C:29]([OH:31])=[O:30].CCN(CC)CC.CN(C(ON1N=NC2C=CC=CC1=2)=[N+](C)C)C.[B-](F)(F)(F)F, predict the reaction product. The product is: [C:18]1([C:15]2[CH:14]=[CH:13][C:12]([O:35][C:33](=[O:34])[N:32]([CH3:37])[C@H:28]3[C:29](=[O:31])[O:30][C@@H:27]3[CH2:49][CH3:50])=[CH:17][CH:16]=2)[CH:19]=[CH:20][CH:21]=[CH:22][CH:23]=1. (3) The product is: [Cl:1][C:2]1[S:13][C:5]2=[N:6][C:7]([Cl:12])=[C:8]([CH:10]([OH:11])[CH3:14])[CH:9]=[C:4]2[CH:3]=1. Given the reactants [Cl:1][C:2]1[S:13][C:5]2=[N:6][C:7]([Cl:12])=[C:8]([CH:10]=[O:11])[CH:9]=[C:4]2[CH:3]=1.[CH3:14][Mg]Cl, predict the reaction product. (4) Given the reactants C([O:3][C:4]([C:6]1([CH3:21])[CH2:9][CH2:8][N:7]1[C:10](=[O:20])[CH2:11][C:12]1[CH:17]=[C:16]([CH3:18])[CH:15]=[C:14]([CH3:19])[CH:13]=1)=[O:5])C.CCO.[OH-].[Na+], predict the reaction product. The product is: [CH3:19][C:14]1[CH:13]=[C:12]([CH2:11][C:10]([N:7]2[CH2:8][CH2:9][C:6]2([CH3:21])[C:4]([OH:5])=[O:3])=[O:20])[CH:17]=[C:16]([CH3:18])[CH:15]=1. (5) Given the reactants [C:1]([S:5]([NH:7][C:8]([C:16]1[CH:21]=[CH:20][CH:19]=[CH:18][CH:17]=1)([CH3:15])[C:9]([O:11]C(C)C)=[O:10])=[O:6])([CH3:4])([CH3:3])[CH3:2].[OH-].[Na+], predict the reaction product. The product is: [C:1]([S:5]([NH:7][C:8]([C:16]1[CH:17]=[CH:18][CH:19]=[CH:20][CH:21]=1)([CH3:15])[C:9]([OH:11])=[O:10])=[O:6])([CH3:2])([CH3:3])[CH3:4]. (6) Given the reactants Br[C:2]1[CH:3]=[C:4]([CH:20]=[CH:21][CH:22]=1)[O:5][CH2:6][CH:7]([OH:19])[CH2:8][N:9]1[CH2:18][CH2:17][C:16]2[C:11](=[CH:12][CH:13]=[CH:14][CH:15]=2)[CH2:10]1.[CH3:23][C:24]1([CH3:40])[C:28]([CH3:30])([CH3:29])[O:27][B:26]([B:26]2[O:27][C:28]([CH3:30])([CH3:29])[C:24]([CH3:40])([CH3:23])[O:25]2)[O:25]1.CC([O-])=O.[K+].O, predict the reaction product. The product is: [CH2:10]1[C:11]2[C:16](=[CH:15][CH:14]=[CH:13][CH:12]=2)[CH2:17][CH2:18][N:9]1[CH2:8][CH:7]([OH:19])[CH2:6][O:5][C:4]1[CH:20]=[CH:21][CH:22]=[C:2]([B:26]2[O:27][C:28]([CH3:30])([CH3:29])[C:24]([CH3:40])([CH3:23])[O:25]2)[CH:3]=1. (7) Given the reactants [CH2:1]([N:8]1[C:13](=[O:14])[CH2:12][NH:11][C:10]2[N:15]=[CH:16][C:17](I)=[CH:18][C:9]1=2)[C:2]1[CH:7]=[CH:6][CH:5]=[CH:4][CH:3]=1.[CH3:20][O:21][C:22]([C:24]1[CH:25]=[C:26](B(O)O)[CH:27]=[CH:28][CH:29]=1)=[O:23], predict the reaction product. The product is: [CH3:20][O:21][C:22](=[O:23])[C:24]1[CH:25]=[CH:26][CH:27]=[C:28]([C:17]2[CH:16]=[N:15][C:10]3[NH:11][CH2:12][C:13](=[O:14])[N:8]([CH2:1][C:2]4[CH:7]=[CH:6][CH:5]=[CH:4][CH:3]=4)[C:9]=3[CH:18]=2)[CH:29]=1. (8) Given the reactants [NH2:1][S:2]([C:5]1[O:9][C:8]([C:10]([NH:12][C:13]([CH3:16])([CH3:15])[CH3:14])=[O:11])=[CH:7][CH:6]=1)(=[O:4])=[O:3].C1(P(C2CCCCC2)C2C=CC=CC=2C2C(C(C)C)=CC(C(C)C)=CC=2C(C)C)CCCCC1.C(=O)([O-])[O-].[Cs+].[Cs+].[CH2:57]([O:59][C:60](=[O:81])[C@H:61]([O:63][C:64]1[CH:69]=[C:68](Cl)[N:67]=[C:66]([S:71][CH2:72][C:73]2[CH:78]=[CH:77][CH:76]=[C:75]([F:79])[C:74]=2[F:80])[N:65]=1)[CH3:62])[CH3:58], predict the reaction product. The product is: [C:13]([NH:12][C:10]([C:8]1[O:9][C:5]([S:2]([NH:1][C:68]2[N:67]=[C:66]([S:71][CH2:72][C:73]3[CH:78]=[CH:77][CH:76]=[C:75]([F:79])[C:74]=3[F:80])[N:65]=[C:64]([O:63][C@H:61]([CH3:62])[C:60]([O:59][CH2:57][CH3:58])=[O:81])[CH:69]=2)(=[O:4])=[O:3])=[CH:6][CH:7]=1)=[O:11])([CH3:16])([CH3:15])[CH3:14]. (9) Given the reactants C1(C2C[CH2:11][N:10]([C:13]3[N:18]=[CH:17][C:16]([NH:19][C:20]([C:22]4[O:26][C:25]([N:27]5[C:36]6[C:31](=[CH:32]C=CC=6)[CH2:30][CH2:29][CH2:28]5)=[N:24][C:23]=4[C:37]([F:40])([F:39])[F:38])=[O:21])=[CH:15][CH:14]=3)[CH2:9]C2)C=CC=CC=1.Cl.CN(C)CCCN=C=NCC.ON1[C:58]2[CH:59]=[CH:60][CH:61]=[CH:62][C:57]=2N=N1.C(N(CC)C(C)C)(C)C.[CH3:72][N:73]([CH:75]=[O:76])[CH3:74], predict the reaction product. The product is: [O:76]=[C:75]1[N:73]([CH2:74][C:57]2[CH:62]=[CH:61][CH:60]=[CH:59][CH:58]=2)[CH2:72][CH2:11][N:10]([C:13]2[N:18]=[CH:17][C:16]([NH:19][C:20]([C:22]3[O:26][C:25]([N:27]4[CH2:28][CH2:29][CH2:30][CH:31]([CH3:32])[CH2:36]4)=[N:24][C:23]=3[C:37]([F:39])([F:40])[F:38])=[O:21])=[CH:15][CH:14]=2)[CH2:9]1.